Task: Predict the reactants needed to synthesize the given product.. Dataset: Full USPTO retrosynthesis dataset with 1.9M reactions from patents (1976-2016) (1) Given the product [Br:15][C:7]1[C:3]([C:4]([OH:6])=[O:5])=[C:2]([CH3:1])[C:10]([O:11][CH:12]([CH3:14])[CH3:13])=[CH:9][CH:8]=1, predict the reactants needed to synthesize it. The reactants are: [CH3:1][C:2]1[C:10]([O:11][CH:12]([CH3:14])[CH3:13])=[CH:9][CH:8]=[CH:7][C:3]=1[C:4]([OH:6])=[O:5].[Br:15]Br.OS(O)(=O)=O. (2) Given the product [CH3:1][C:2]1[N:3]([CH2:17][CH2:18][C:19]2[CH:20]=[CH:21][CH:22]=[CH:23][CH:24]=2)[C:4]2[C:9]([C:10]=1[C:11]([OH:13])=[O:12])=[CH:8][C:7]([CH3:16])=[CH:6][CH:5]=2, predict the reactants needed to synthesize it. The reactants are: [CH3:1][C:2]1[N:3]([CH2:17][CH2:18][C:19]2[CH:24]=[CH:23][CH:22]=[CH:21][CH:20]=2)[C:4]2[C:9]([C:10]=1[C:11]([O:13]CC)=[O:12])=[CH:8][C:7]([CH3:16])=[CH:6][CH:5]=2.[OH-].[Na+].Cl. (3) Given the product [C:6]([C:7]1[CH:8]=[C:9]([CH:30]=[CH:31][CH:32]=1)[CH2:10][CH:11]1[C:18]2[CH:17]=[C:16]([C:19]([O:21][CH3:22])=[O:20])[NH:15][C:14]=2[CH2:13][CH2:12]1)#[CH:5], predict the reactants needed to synthesize it. The reactants are: C[Si]([C:5]#[C:6][C:7]1[CH:8]=[C:9]([CH:30]=[CH:31][CH:32]=1)[CH2:10][CH:11]1[C:18]2[CH:17]=[C:16]([C:19]([O:21][CH3:22])=[O:20])[N:15](C(OC(C)(C)C)=O)[C:14]=2[CH2:13][CH2:12]1)(C)C.[F-].C([N+](CCCC)(CCCC)CCCC)CCC.[Cl-].[NH4+]. (4) Given the product [Br:4][C:5]1[CH:6]=[CH:7][C:8]([S:2][CH3:1])=[C:9]([C:11]([F:14])([F:13])[F:12])[CH:10]=1, predict the reactants needed to synthesize it. The reactants are: [CH3:1][S-:2].[Na+].[Br:4][C:5]1[CH:6]=[CH:7][C:8](F)=[C:9]([C:11]([F:14])([F:13])[F:12])[CH:10]=1.O. (5) The reactants are: [O:1]1[CH:5]=[CH:4][C:3]([C@@H:6]([C:23]2[CH:28]=[CH:27][CH:26]=[C:25]([O:29][CH2:30][C:31]3[CH:36]=[CH:35][CH:34]=[CH:33][CH:32]=3)[CH:24]=2)[CH2:7][C:8](N2[C@H](CC3C=CC=CC=3)COC2=O)=[O:9])=[N:2]1.[OH:37]O.[Li+].[OH-].Cl. Given the product [O:1]1[CH:5]=[CH:4][C:3]([C@@H:6]([C:23]2[CH:28]=[CH:27][CH:26]=[C:25]([O:29][CH2:30][C:31]3[CH:36]=[CH:35][CH:34]=[CH:33][CH:32]=3)[CH:24]=2)[CH2:7][C:8]([OH:9])=[O:37])=[N:2]1, predict the reactants needed to synthesize it.